This data is from Catalyst prediction with 721,799 reactions and 888 catalyst types from USPTO. The task is: Predict which catalyst facilitates the given reaction. (1) The catalyst class is: 7. Reactant: [C:1]([O:6][CH2:7][CH2:8][O:9][C:10](=[O:15])[CH2:11][C:12]([CH3:14])=[O:13])(=[O:5])[C:2]([CH3:4])=[CH2:3].[C:16]([O:21][CH:22]1[CH:29]2[CH2:30][CH:25]3[CH2:26]C(C[C:23]1(C(C)C)C3)C2)(=[O:20])[C:17]([CH3:19])=[CH2:18].C(OC1(C)CCCC1)(=O)C(C)=C.C(OC1CCOC1=O)(=O)C(C)=C.[C:59]([O:64][CH:65]1[CH2:73][CH:72]2[O:74][CH:66]1[CH:67]1[CH:71]2[C:70](=[O:75])[O:69][CH2:68]1)(=[O:63])[C:60]([CH3:62])=[CH2:61]. Product: [C:16]([O:21][C:22]1([CH3:23])[CH2:29][CH2:30][CH2:25][CH2:26]1)(=[O:20])[C:17]([CH3:19])=[CH2:18].[C:59]([O:64][CH:65]1[CH2:73][CH:72]2[O:74][CH:66]1[CH:67]1[CH:71]2[C:70](=[O:75])[O:69][CH2:68]1)(=[O:63])[C:60]([CH3:62])=[CH2:61].[C:1]([O:6][CH2:7][CH2:8][O:9][C:10](=[O:15])[CH2:11][C:12]([CH3:14])=[O:13])(=[O:5])[C:2]([CH3:4])=[CH2:3]. (2) Reactant: CC1(C)CCCC(C)(C)N1.[Li]CCCC.[C:16]([Si:20]([CH3:23])([CH3:22])Cl)([CH3:19])([CH3:18])[CH3:17].[C:24]([O:27][CH2:28][CH3:29])(=[O:26])[CH3:25]. Product: [C:16]([Si:20]([O:26][C:24]([O:27][CH2:28][CH3:29])=[CH2:25])([CH3:23])[CH3:22])([CH3:19])([CH3:18])[CH3:17]. The catalyst class is: 1. (3) Reactant: Cl[CH2:2][C:3]([NH:5][C:6]1[CH:7]=[C:8]([CH:23]=[CH:24][C:25]=1[O:26][C:27]([F:30])([F:29])[F:28])[C:9]([NH:11][C:12]1[S:13][C:14]([C:17]2[CH:22]=[CH:21][CH:20]=[CH:19][CH:18]=2)=[N:15][N:16]=1)=[O:10])=[O:4].[I-].[K+].C(N(C(C)C)C(C)C)C.[CH3:42][N:43]1[CH2:48][CH2:47][NH:46][CH:45]([CH3:49])[CH2:44]1. Product: [CH3:49][CH:45]1[CH2:44][N:43]([CH3:42])[CH2:48][CH2:47][N:46]1[CH2:2][C:3]([NH:5][C:6]1[CH:7]=[C:8]([CH:23]=[CH:24][C:25]=1[O:26][C:27]([F:30])([F:29])[F:28])[C:9]([NH:11][C:12]1[S:13][C:14]([C:17]2[CH:22]=[CH:21][CH:20]=[CH:19][CH:18]=2)=[N:15][N:16]=1)=[O:10])=[O:4]. The catalyst class is: 3. (4) Reactant: [O:1]=[C:2]1[NH:6][C:5](=[O:7])[C:4](=[CH:8][C:9]2[CH:14]=[CH:13][C:12]([C:15]3[CH:20]=[CH:19][CH:18]=[C:17]([CH2:21][N:22]([CH3:31])[C:23](=[O:30])[C:24]4[CH:29]=[CH:28][CH:27]=[CH:26][CH:25]=4)[CH:16]=3)=[CH:11][CH:10]=2)[S:3]1.CN(C=O)C. Product: [O:1]=[C:2]1[NH:6][C:5](=[O:7])[CH:4]([CH2:8][C:9]2[CH:10]=[CH:11][C:12]([C:15]3[CH:20]=[CH:19][CH:18]=[C:17]([CH2:21][N:22]([CH3:31])[C:23](=[O:30])[C:24]4[CH:25]=[CH:26][CH:27]=[CH:28][CH:29]=4)[CH:16]=3)=[CH:13][CH:14]=2)[S:3]1. The catalyst class is: 13. (5) Reactant: [C:1]([C:4]1[CH:9]=[CH:8][CH:7]=[C:6]([F:10])[C:5]=1[NH:11]C(=O)C(F)(F)F)(=[O:3])[CH3:2]. Product: [NH2:11][C:5]1[C:6]([F:10])=[CH:7][CH:8]=[CH:9][C:4]=1[C:1](=[O:3])[CH3:2]. The catalyst class is: 273. (6) Product: [F:1][C:2]1[CH:3]=[CH:4][C:5]([C:8]2[C:17]([N:18]([CH3:31])[CH2:19][C:20]([F:21])([F:23])[F:22])=[N:16][C:15]3[C:10](=[CH:11][CH:12]=[C:13]([C:24]([OH:26])=[O:25])[CH:14]=3)[N:9]=2)=[CH:6][CH:7]=1. Reactant: [F:1][C:2]1[CH:7]=[CH:6][C:5]([C:8]2[C:17]([NH:18][CH2:19][C:20]([F:23])([F:22])[F:21])=[N:16][C:15]3[C:10](=[CH:11][CH:12]=[C:13]([C:24]([O:26]C)=[O:25])[CH:14]=3)[N:9]=2)=[CH:4][CH:3]=1.[H-].[Na+].I[CH3:31].Cl. The catalyst class is: 7. (7) Reactant: Br[C:2]1[S:3][C:4]([Br:7])=[CH:5][N:6]=1.C([O-])([O-])=O.[K+].[K+].[CH2:14]([SH:21])[C:15]1[CH:20]=[CH:19][CH:18]=[CH:17][CH:16]=1. Product: [CH2:14]([S:21][C:2]1[S:3][C:4]([Br:7])=[CH:5][N:6]=1)[C:15]1[CH:20]=[CH:19][CH:18]=[CH:17][CH:16]=1. The catalyst class is: 18.